Dataset: CYP1A2 inhibition data for predicting drug metabolism from PubChem BioAssay. Task: Regression/Classification. Given a drug SMILES string, predict its absorption, distribution, metabolism, or excretion properties. Task type varies by dataset: regression for continuous measurements (e.g., permeability, clearance, half-life) or binary classification for categorical outcomes (e.g., BBB penetration, CYP inhibition). Dataset: cyp1a2_veith. (1) The drug is CN(C)Cc1ccccc1-c1cc(NCc2cccs2)ncn1. The result is 1 (inhibitor). (2) The molecule is O=C(c1csnn1)N1CCC2(CCCN(c3ccccc3)C2)CC1. The result is 0 (non-inhibitor). (3) The molecule is Cc1ccc(CNC(=O)C2(NC(=O)Nc3ccc(C)cc3)CCCCC2)cc1. The result is 0 (non-inhibitor). (4) The molecule is CC(C)(C)NC(=O)NC(=O)CSc1nnc2ccccn12. The result is 0 (non-inhibitor). (5) The compound is COc1ncc2nc(-c3ccc(Cl)cc3)c(=O)n(CCc3ccccc3)c2n1. The result is 1 (inhibitor). (6) The compound is Clc1cnc(Oc2ccc(Oc3ncc(Cl)cc3Cl)cc2)c(Cl)c1. The result is 0 (non-inhibitor).